This data is from TCR-epitope binding with 47,182 pairs between 192 epitopes and 23,139 TCRs. The task is: Binary Classification. Given a T-cell receptor sequence (or CDR3 region) and an epitope sequence, predict whether binding occurs between them. (1) The epitope is YIFFASFYY. The TCR CDR3 sequence is CASSQDFIGSGEQFF. Result: 0 (the TCR does not bind to the epitope). (2) The epitope is AVFDRKSDAK. The TCR CDR3 sequence is CASSQAWEDTQYF. Result: 0 (the TCR does not bind to the epitope). (3) The epitope is NQKLIANQF. The TCR CDR3 sequence is CASSQGGGMSHEQYF. Result: 0 (the TCR does not bind to the epitope). (4) The epitope is TLIGDCATV. The TCR CDR3 sequence is CASSPVLRGTDTQYF. Result: 1 (the TCR binds to the epitope).